Dataset: Full USPTO retrosynthesis dataset with 1.9M reactions from patents (1976-2016). Task: Predict the reactants needed to synthesize the given product. The reactants are: [C:1]([C:3]1[CH:4]=[C:5]([CH:11]=[CH:12][CH:13]=1)[CH:6]=[CH:7][C:8]([OH:10])=[O:9])#[N:2].O[N:15]1[C:19](=[O:20])[CH2:18][CH2:17][C:16]1=[O:21].CCN=C=NCCCN(C)C.Cl. Given the product [C:1]([C:3]1[CH:4]=[C:5]([CH:6]=[CH:7][C:8]([O:10][N:15]2[C:19](=[O:20])[CH2:18][CH2:17][C:16]2=[O:21])=[O:9])[CH:11]=[CH:12][CH:13]=1)#[N:2], predict the reactants needed to synthesize it.